Dataset: Reaction yield outcomes from USPTO patents with 853,638 reactions. Task: Predict the reaction yield, written as a fraction of the theoretical maximum amount of product (1.0 means a 100% yield; for example, 0.34 means a 34% yield). (1) The catalyst is C1COCC1.O.CO. The product is [OH:26][C@H:23]1[CH2:24][CH2:25][C@H:20]([N:10]([C:11]([C@H:13]2[CH2:14][CH2:15][C@H:16]([CH3:19])[CH2:17][CH2:18]2)=[O:12])[C:9]2[CH:8]=[C:7]([C:27]3[CH2:32][CH2:31][CH:30]([O:33][C:34]4[CH:39]=[CH:38][CH:37]=[CH:36][CH:35]=4)[CH2:29][CH:28]=3)[S:6][C:5]=2[C:3]([OH:4])=[O:2])[CH2:21][CH2:22]1. The yield is 0.100. The reactants are C[O:2][C:3]([C:5]1[S:6][C:7]([C:27]2[CH2:32][CH2:31][CH:30]([O:33][C:34]3[CH:39]=[CH:38][CH:37]=[CH:36][CH:35]=3)[CH2:29][CH:28]=2)=[CH:8][C:9]=1[N:10]([C@H:20]1[CH2:25][CH2:24][C@H:23]([OH:26])[CH2:22][CH2:21]1)[C:11]([C@H:13]1[CH2:18][CH2:17][C@H:16]([CH3:19])[CH2:15][CH2:14]1)=[O:12])=[O:4].[Li+].[OH-].O. (2) The reactants are P(Cl)(Cl)([Cl:3])=O.[Cl:6][C:7]1[C:12](=O)[NH:11][C:10]([CH:14]2[CH2:16][CH2:15]2)=[N:9][C:8]=1[C:17]([OH:19])=[O:18].O. The catalyst is C(O)(C)(C)C. The product is [Cl:6][C:7]1[C:8]([C:17]([OH:19])=[O:18])=[N:9][C:10]([CH:14]2[CH2:16][CH2:15]2)=[N:11][C:12]=1[Cl:3]. The yield is 0.850. (3) The reactants are [CH3:1][O:2][C:3]1[CH:4]=[C:5]2[C:10](=[CH:11][C:12]=1[O:13][CH3:14])[N:9]=[CH:8][CH:7]=[C:6]2[O:15][C:16]1[CH:22]=[CH:21][C:19]([NH2:20])=[C:18]([CH3:23])[C:17]=1[CH3:24].C(N(CC)CC)C.[C:32](Cl)(Cl)=[S:33].[N:36]1([CH2:42][CH2:43][NH2:44])[CH2:41][CH2:40][CH2:39][CH2:38][CH2:37]1. The catalyst is CN(C)C=O.C(OCC)(=O)C. The product is [CH3:1][O:2][C:3]1[CH:4]=[C:5]2[C:10](=[CH:11][C:12]=1[O:13][CH3:14])[N:9]=[CH:8][CH:7]=[C:6]2[O:15][C:16]1[CH:22]=[CH:21][C:19]([NH:20][C:32]([NH:44][CH2:43][CH2:42][N:36]2[CH2:41][CH2:40][CH2:39][CH2:38][CH2:37]2)=[S:33])=[C:18]([CH3:23])[C:17]=1[CH3:24]. The yield is 0.330. (4) The reactants are [N:1]([CH2:4][C:5]1[CH:19]=[CH:18][C:8]2[N:9]([CH:12]3[CH2:17][CH2:16][CH2:15][CH2:14][O:13]3)[CH:10]=[N:11][C:7]=2[CH:6]=1)=[N+]=[N-]. The catalyst is CO.[Pd]. The product is [O:13]1[CH2:14][CH2:15][CH2:16][CH2:17][CH:12]1[N:9]1[C:8]2[CH:18]=[CH:19][C:5]([CH2:4][NH2:1])=[CH:6][C:7]=2[N:11]=[CH:10]1. The yield is 0.820. (5) The reactants are [O:1]=[C:2]1[NH:11][C:10]2[N:9]=[C:8]([O:12][CH2:13][CH2:14][CH2:15][CH:16]=O)[CH:7]=[CH:6][C:5]=2[CH:4]=[CH:3]1.Cl.[Cl:19][C:20]1[C:25]([Cl:26])=[CH:24][CH:23]=[CH:22][C:21]=1[N:27]1[CH2:32][CH2:31][NH:30][CH2:29][CH2:28]1.CCN(CC)CC.[BH-](OC(C)=O)(OC(C)=O)OC(C)=O.[Na+]. The catalyst is ClC(Cl)C. The product is [Cl:19][C:20]1[C:25]([Cl:26])=[CH:24][CH:23]=[CH:22][C:21]=1[N:27]1[CH2:32][CH2:31][N:30]([CH2:16][CH2:15][CH2:14][CH2:13][O:12][C:8]2[N:9]=[C:10]3[C:5]([CH:4]=[CH:3][C:2](=[O:1])[NH:11]3)=[CH:6][CH:7]=2)[CH2:29][CH2:28]1. The yield is 0.700. (6) The reactants are [F:1][C:2]([F:21])([F:20])[O:3][C:4]1[CH:5]=[C:6]([C:10]2[CH:11]=[C:12]([CH2:16][C:17]([OH:19])=O)[CH:13]=[N:14][CH:15]=2)[CH:7]=[CH:8][CH:9]=1.[F:22][C:23]([F:28])([F:27])[C:24]([OH:26])=[O:25].[NH2:29][C:30]1[N:35]=[N:34][C:33]([CH2:36][CH2:37][CH2:38][CH2:39][N:40]2[CH:44]=[C:43]([C:45]([NH:47][CH3:48])=[O:46])[N:42]=[N:41]2)=[CH:32][CH:31]=1.C(P1(=O)OP(CCC)(=O)OP(CCC)(=O)O1)CC.N1C=CC=CC=1. The catalyst is CCOC(C)=O.CN(C=O)C. The product is [F:22][C:23]([F:28])([F:27])[C:24]([OH:26])=[O:25].[CH3:48][NH:47][C:45]([C:43]1[N:42]=[N:41][N:40]([CH2:39][CH2:38][CH2:37][CH2:36][C:33]2[N:34]=[N:35][C:30]([NH:29][C:17](=[O:19])[CH2:16][C:12]3[CH:13]=[N:14][CH:15]=[C:10]([C:6]4[CH:7]=[CH:8][CH:9]=[C:4]([O:3][C:2]([F:1])([F:21])[F:20])[CH:5]=4)[CH:11]=3)=[CH:31][CH:32]=2)[CH:44]=1)=[O:46]. The yield is 0.520. (7) The reactants are [F:1][C:2]1[CH:3]=[C:4]([C:12]([C:14]2[CH:19]=[CH:18][C:17]([F:20])=[CH:16][CH:15]=2)=O)[CH:5]=[C:6]([C:8]([F:11])([F:10])[F:9])[CH:7]=1.Cl.[NH2:22][OH:23]. The catalyst is N1C=CC=CC=1. The product is [F:1][C:2]1[CH:3]=[C:4]([C:12]([C:14]2[CH:19]=[CH:18][C:17]([F:20])=[CH:16][CH:15]=2)=[N:22][OH:23])[CH:5]=[C:6]([C:8]([F:11])([F:10])[F:9])[CH:7]=1. The yield is 1.00.